From a dataset of Forward reaction prediction with 1.9M reactions from USPTO patents (1976-2016). Predict the product of the given reaction. (1) Given the reactants [CH3:1][O:2][C:3]([CH3:8])([CH3:7])[C:4](Cl)=[O:5].[Cl:9][CH2:10][C:11]1[CH:16]=[CH:15][N:14]=[C:13]([NH2:17])[CH:12]=1, predict the reaction product. The product is: [Cl:9][CH2:10][C:11]1[CH:16]=[CH:15][N:14]=[C:13]([NH:17][C:4](=[O:5])[C:3]([O:2][CH3:1])([CH3:8])[CH3:7])[CH:12]=1. (2) Given the reactants [I:1][C:2]1[CH:7]=[CH:6][C:5]([O:8][CH3:9])=[CH:4][CH:3]=1.[CH3:10][O:11]C(Cl)Cl.C(=O)(O)[O-].[Na+], predict the reaction product. The product is: [I:1][C:2]1[CH:7]=[CH:6][C:5]([O:8][CH3:9])=[C:4]([CH:3]=1)[CH:10]=[O:11]. (3) Given the reactants [CH2:1]([C:3]1[C:4]([C:11]([O:13][CH2:14][C:15]2[CH:20]=[CH:19][CH:18]=[CH:17][CH:16]=2)=[O:12])=[C:5]([CH:9]=[O:10])[NH:6][C:7]=1I)[CH3:2].FC1C=CC(B(O)O)=CC=1.[CH3:31][O:32][C:33]1[CH:34]=[C:35](B(O)O)[CH:36]=[CH:37][CH:38]=1, predict the reaction product. The product is: [CH2:1]([C:3]1[C:4]([C:11]([O:13][CH2:14][C:15]2[CH:20]=[CH:19][CH:18]=[CH:17][CH:16]=2)=[O:12])=[C:5]([CH:9]=[O:10])[NH:6][C:7]=1[C:37]1[CH:36]=[CH:35][CH:34]=[C:33]([O:32][CH3:31])[CH:38]=1)[CH3:2]. (4) Given the reactants [CH2:1]([C:3]1[C:8](=[O:9])[NH:7][C:6]([CH3:10])=[C:5]([C:11]2[O:15][C:14]([S:16]([Cl:19])(=[O:18])=[O:17])=[CH:13][CH:12]=2)[CH:4]=1)[CH3:2].[CH2:20]([N:27]1[CH2:32][CH2:31][CH:30]([NH2:33])[CH2:29][CH2:28]1)[C:21]1[CH:26]=[CH:25][CH:24]=[CH:23][CH:22]=1, predict the reaction product. The product is: [ClH:19].[CH2:20]([N:27]1[CH2:32][CH2:31][CH:30]([NH:33][S:16]([C:14]2[O:15][C:11]([C:5]3[CH:4]=[C:3]([CH2:1][CH3:2])[C:8](=[O:9])[NH:7][C:6]=3[CH3:10])=[CH:12][CH:13]=2)(=[O:18])=[O:17])[CH2:29][CH2:28]1)[C:21]1[CH:22]=[CH:23][CH:24]=[CH:25][CH:26]=1. (5) Given the reactants [H-].[Na+].[Cl:3][C:4]1[CH:5]=[C:6]([CH:11]=[CH:12][CH:13]=1)[C:7]([O:9]C)=O.[OH:14][C:15]1[CH:25]=[CH:24][C:18]([CH:19]=[CH:20][C:21](=[O:23])[CH3:22])=[CH:17][CH:16]=1, predict the reaction product. The product is: [Cl:3][C:4]1[CH:5]=[C:6]([C:7](=[O:9])/[CH:22]=[C:21](\[OH:23])/[CH:20]=[CH:19]/[C:18]2[CH:17]=[CH:16][C:15]([OH:14])=[CH:25][CH:24]=2)[CH:11]=[CH:12][CH:13]=1.